Dataset: NCI-60 drug combinations with 297,098 pairs across 59 cell lines. Task: Regression. Given two drug SMILES strings and cell line genomic features, predict the synergy score measuring deviation from expected non-interaction effect. Drug 1: CC1C(C(CC(O1)OC2CC(CC3=C2C(=C4C(=C3O)C(=O)C5=C(C4=O)C(=CC=C5)OC)O)(C(=O)C)O)N)O.Cl. Drug 2: C1CN1P(=S)(N2CC2)N3CC3. Cell line: UO-31. Synergy scores: CSS=9.57, Synergy_ZIP=-4.17, Synergy_Bliss=-1.36, Synergy_Loewe=-13.2, Synergy_HSA=0.132.